From a dataset of Peptide-MHC class II binding affinity with 134,281 pairs from IEDB. Regression. Given a peptide amino acid sequence and an MHC pseudo amino acid sequence, predict their binding affinity value. This is MHC class II binding data. (1) The peptide sequence is AALDAQAVELTARLN. The MHC is HLA-DQA10401-DQB10402 with pseudo-sequence HLA-DQA10401-DQB10402. The binding affinity (normalized) is 0.533. (2) The peptide sequence is EVIPTAFKIGKTYTP. The MHC is HLA-DPA10201-DPB10101 with pseudo-sequence HLA-DPA10201-DPB10101. The binding affinity (normalized) is 0.243. (3) The peptide sequence is IFMTATPPGTADAFP. The MHC is DRB4_0101 with pseudo-sequence DRB4_0103. The binding affinity (normalized) is 0.532. (4) The binding affinity (normalized) is 0.362. The MHC is DRB1_0301 with pseudo-sequence DRB1_0301. The peptide sequence is DANLISIDIKNLLYEKTL. (5) The peptide sequence is SVKRSNGSAEVHRGA. The MHC is HLA-DQA10501-DQB10301 with pseudo-sequence HLA-DQA10501-DQB10301. The binding affinity (normalized) is 0.572. (6) The binding affinity (normalized) is 0.234. The MHC is DRB1_0401 with pseudo-sequence DRB1_0401. The peptide sequence is RDHICLLRPLLWDYI. (7) The peptide sequence is ASSDITAQLSQLISL. The MHC is HLA-DPA10201-DPB10101 with pseudo-sequence HLA-DPA10201-DPB10101. The binding affinity (normalized) is 0.367. (8) The peptide sequence is GELQIVDKIDHAFKI. The MHC is DRB3_0202 with pseudo-sequence DRB3_0202. The binding affinity (normalized) is 0.261. (9) The peptide sequence is VDPTDYFRNEQSIPP. The MHC is HLA-DPA10201-DPB10101 with pseudo-sequence HLA-DPA10201-DPB10101. The binding affinity (normalized) is 0.289. (10) The peptide sequence is YDKVLANVSTVLTGK. The MHC is DRB1_0404 with pseudo-sequence DRB1_0404. The binding affinity (normalized) is 0.804.